This data is from NCI-60 drug combinations with 297,098 pairs across 59 cell lines. The task is: Regression. Given two drug SMILES strings and cell line genomic features, predict the synergy score measuring deviation from expected non-interaction effect. (1) Drug 1: CCC1(CC2CC(C3=C(CCN(C2)C1)C4=CC=CC=C4N3)(C5=C(C=C6C(=C5)C78CCN9C7C(C=CC9)(C(C(C8N6C)(C(=O)OC)O)OC(=O)C)CC)OC)C(=O)OC)O.OS(=O)(=O)O. Drug 2: C(CN)CNCCSP(=O)(O)O. Cell line: OVCAR-4. Synergy scores: CSS=-0.850, Synergy_ZIP=0.583, Synergy_Bliss=-0.136, Synergy_Loewe=-0.855, Synergy_HSA=-1.13. (2) Drug 1: C1CCN(CC1)CCOC2=CC=C(C=C2)C(=O)C3=C(SC4=C3C=CC(=C4)O)C5=CC=C(C=C5)O. Drug 2: CCC1=C2CN3C(=CC4=C(C3=O)COC(=O)C4(CC)O)C2=NC5=C1C=C(C=C5)O. Cell line: NCI-H522. Synergy scores: CSS=30.3, Synergy_ZIP=-0.414, Synergy_Bliss=-1.47, Synergy_Loewe=-27.1, Synergy_HSA=-1.47.